This data is from Reaction yield outcomes from USPTO patents with 853,638 reactions. The task is: Predict the reaction yield, written as a fraction of the theoretical maximum amount of product (1.0 means a 100% yield; for example, 0.34 means a 34% yield). (1) The reactants are [O:1]1[CH2:6][CH2:5][N:4]([C:7]2[CH:54]=[CH:53][C:10]([CH2:11][NH:12][C:13]([C:15]3[CH:20]=[CH:19][N:18]=[C:17]([C:21]4[CH:26]=[C:25]([N:27]5[CH2:32][CH2:31][CH2:30][CH2:29][CH2:28]5)[CH:24]=[CH:23][C:22]=4[NH:33][C:34]([C:36]4[CH:37]=[C:38]([CH:50]=[CH:51][CH:52]=4)[CH2:39][S:40][CH2:41][CH2:42][C:43]([O:45]C(C)(C)C)=[O:44])=[O:35])[CH:16]=3)=[O:14])=[CH:9][CH:8]=2)[CH2:3][CH2:2]1.FC(F)(F)C(O)=O.C([O-])(O)=O.[Na+]. The catalyst is ClCCl. The product is [O:1]1[CH2:6][CH2:5][N:4]([C:7]2[CH:54]=[CH:53][C:10]([CH2:11][NH:12][C:13]([C:15]3[CH:20]=[CH:19][N:18]=[C:17]([C:21]4[CH:26]=[C:25]([N:27]5[CH2:32][CH2:31][CH2:30][CH2:29][CH2:28]5)[CH:24]=[CH:23][C:22]=4[NH:33][C:34]([C:36]4[CH:37]=[C:38]([CH:50]=[CH:51][CH:52]=4)[CH2:39][S:40][CH2:41][CH2:42][C:43]([OH:45])=[O:44])=[O:35])[CH:16]=3)=[O:14])=[CH:9][CH:8]=2)[CH2:3][CH2:2]1. The yield is 0.130. (2) The reactants are [Cl:1][C:2]1[CH:7]=[CH:6][C:5]([OH:8])=[C:4](I)[CH:3]=1.[C:10]([C:12]1[CH:13]=[C:14]([CH:20]=[CH:21][CH:22]=1)[C:15]([O:17][CH2:18][CH3:19])=[O:16])#[CH:11].C1(P(C2C=CC=CC=2)C2C=CC=CC=2)C=CC=CC=1. The catalyst is C(N(CC)CC)C.[Cu]I.Cl[Pd](Cl)([P](C1C=CC=CC=1)(C1C=CC=CC=1)C1C=CC=CC=1)[P](C1C=CC=CC=1)(C1C=CC=CC=1)C1C=CC=CC=1. The product is [Cl:1][C:2]1[CH:7]=[CH:6][C:5]2[O:8][C:10]([C:12]3[CH:13]=[C:14]([CH:20]=[CH:21][CH:22]=3)[C:15]([O:17][CH2:18][CH3:19])=[O:16])=[CH:11][C:4]=2[CH:3]=1. The yield is 0.520.